Dataset: Catalyst prediction with 721,799 reactions and 888 catalyst types from USPTO. Task: Predict which catalyst facilitates the given reaction. (1) Reactant: [C:1]([C:3]1([C:6]2[CH:7]=[C:8]([CH:12]=[CH:13][CH:14]=2)[C:9](O)=[O:10])[CH2:5][CH2:4]1)#[N:2].C(Cl)(=O)C([Cl:18])=O. The catalyst class is: 213. Product: [C:1]([C:3]1([C:6]2[CH:7]=[C:8]([CH:12]=[CH:13][CH:14]=2)[C:9]([Cl:18])=[O:10])[CH2:5][CH2:4]1)#[N:2]. (2) Reactant: CCCC[N+:5]([CH2:14][CH2:15][CH2:16][CH3:17])([CH2:10][CH2:11][CH2:12][CH3:13])CCCC.[F-]. Product: [NH:5]1[C:10]2[C:16](=[CH:17][CH:13]=[CH:12][CH:11]=2)[CH:15]=[CH:14]1. The catalyst class is: 49. (3) Reactant: [C:1](#[N:7])C(CC#N)O.[Se:8](=O)=O.[C:11]([C:15]1[CH:20]=[CH:19][CH:18]=[C:17]([C:21]([CH3:24])([CH3:23])[CH3:22])[C:16]=1[OH:25])([CH3:14])([CH3:13])[CH3:12].O. Product: [C:21]([C:17]1[CH:18]=[C:19]([Se:8][C:1]#[N:7])[CH:20]=[C:15]([C:11]([CH3:14])([CH3:13])[CH3:12])[C:16]=1[OH:25])([CH3:24])([CH3:23])[CH3:22]. The catalyst class is: 16. (4) Reactant: [CH:1]1[C:17]2[CH2:16][C@H:15]3[N:18]([CH2:20][CH2:21][C@@:7]45[C@H:14]3[CH:13]=[CH:12][C@H:10]([OH:11])[C@@H:8]4[O:9][C:5]([C:6]=25)=[C:3]([OH:4])[CH:2]=1)[CH3:19].[C:22](OC(=O)C)(=[O:24])[CH3:23]. The catalyst class is: 250. Product: [C:22]([C:3]1([OH:4])[C:5]2[O:9][C@@H:8]3[C@@:7]45[CH2:21][CH2:20][N:18]([CH3:19])[C@@H:15]([C@@H:14]4[CH:13]=[CH:12][C@@H:10]3[OH:11])[CH2:16][C:17]([C:6]5=2)=[CH:1][CH2:2]1)(=[O:24])[CH3:23]. (5) Product: [CH3:1][O:2][C:3]([C:5]1[S:9][C:8]2[CH:10]=[C:11]([Cl:14])[CH:12]=[CH:13][C:7]=2[C:6]=1[O:15][CH2:23][CH2:24][CH2:25][C:26]#[N:27])=[O:4]. Reactant: [CH3:1][O:2][C:3]([C:5]1[S:9][C:8]2[CH:10]=[C:11]([Cl:14])[CH:12]=[CH:13][C:7]=2[C:6]=1[OH:15])=[O:4].C(=O)([O-])[O-].[K+].[K+].Cl[CH2:23][CH2:24][CH2:25][C:26]#[N:27].[I-].[K+]. The catalyst class is: 39. (6) Reactant: [NH2:1][C:2]1[S:3][CH:4]=[C:5]([CH3:12])[C:6]=1[C:7]([O:9]CC)=O.Cl.[C:14]([C:16]([O:18][CH2:19][CH3:20])=[O:17])#[N:15].C(=O)(O)[O-].[Na+]. Product: [CH3:12][C:5]1[C:6]2[C:7](=[O:9])[NH:15][C:14]([C:16]([O:18][CH2:19][CH3:20])=[O:17])=[N:1][C:2]=2[S:3][CH:4]=1. The catalyst class is: 15.